Dataset: hERG potassium channel inhibition data for cardiac toxicity prediction from Karim et al.. Task: Regression/Classification. Given a drug SMILES string, predict its toxicity properties. Task type varies by dataset: regression for continuous values (e.g., LD50, hERG inhibition percentage) or binary classification for toxic/non-toxic outcomes (e.g., AMES mutagenicity, cardiotoxicity, hepatotoxicity). Dataset: herg_karim. (1) The molecule is O=C(/C=C/c1ccc2c(c1)CN(S(=O)(=O)c1cccc(C(F)(F)F)c1)C2)NO. The result is 0 (non-blocker). (2) The result is 0 (non-blocker). The molecule is CCN(CC)C(=O)c1ccc(C2=CC3(CCNCC3)Oc3ccccc32)nc1. (3) The molecule is Cn1cc(Cn2cc(-c3ccc(Cl)c(OC(F)F)c3)cn2)cn1. The result is 0 (non-blocker). (4) The molecule is CC1(C)C2CCC13CCN(CCN1CCN(c4cccc(Cl)c4)C1=O)C3C2. The result is 1 (blocker). (5) The compound is CC(C)c1ncc([C@]2(O)CC[C@H](N3CC(NC(=O)CNc4ncnc5ccc(C(F)(F)F)cc45)C3)CC2)s1. The result is 0 (non-blocker). (6) The molecule is C[C@H]1Cn2c(nnc2-c2ccc(F)cc2)CN1C(=O)c1cccc(C(F)(F)F)c1Cl. The result is 0 (non-blocker). (7) The drug is CN(C)Cc1ccc2c(c1)CC[C@H](N(C)C(=O)c1ccc(-c3ccccn3)cc1)C2. The result is 0 (non-blocker).